From a dataset of Catalyst prediction with 721,799 reactions and 888 catalyst types from USPTO. Predict which catalyst facilitates the given reaction. (1) Reactant: [Br:1]N1C(=O)CCC1=O.[OH:9][C:10]1[C:19]2[C:14](=[C:15]([N+:21]([O-:23])=[O:22])[CH:16]=[C:17]([CH3:20])[CH:18]=2)[N:13]=[CH:12][C:11]=1[C:24]([O:26][CH2:27][CH3:28])=[O:25]. Product: [Br:1][CH2:20][C:17]1[CH:18]=[C:19]2[C:14](=[C:15]([N+:21]([O-:23])=[O:22])[CH:16]=1)[N:13]=[CH:12][C:11]([C:24]([O:26][CH2:27][CH3:28])=[O:25])=[C:10]2[OH:9]. The catalyst class is: 26. (2) Reactant: [C:1]([C:5]1[CH:6]=C(CC#N)C=[C:9]([C:11]([CH3:14])([CH3:13])[CH3:12])[CH:10]=1)([CH3:4])([CH3:3])[CH3:2].[OH-:18].[K+].Cl.[CH2:21]1[CH2:25][O:24][CH2:23][CH2:22]1. Product: [C:1]([C:5]1[CH:6]=[C:21]([CH2:22][C:23]([OH:18])=[O:24])[CH:25]=[C:9]([C:11]([CH3:14])([CH3:13])[CH3:12])[CH:10]=1)([CH3:4])([CH3:3])[CH3:2]. The catalyst class is: 14.